Dataset: Peptide-MHC class II binding affinity with 134,281 pairs from IEDB. Task: Regression. Given a peptide amino acid sequence and an MHC pseudo amino acid sequence, predict their binding affinity value. This is MHC class II binding data. (1) The peptide sequence is ECQVQTAVDFGNSYI. The MHC is DRB1_0401 with pseudo-sequence DRB1_0401. The binding affinity (normalized) is 0.111. (2) The peptide sequence is ARGWAAHRARANESA. The MHC is DRB5_0101 with pseudo-sequence DRB5_0101. The binding affinity (normalized) is 0.703. (3) The MHC is DRB1_1302 with pseudo-sequence DRB1_1302. The peptide sequence is GQKYFKGNFQRLAIT. The binding affinity (normalized) is 0. (4) The peptide sequence is AARLLSIRAMSTKFS. The MHC is HLA-DQA10101-DQB10501 with pseudo-sequence HLA-DQA10101-DQB10501. The binding affinity (normalized) is 0.108.